Binary Classification. Given a miRNA mature sequence and a target amino acid sequence, predict their likelihood of interaction. From a dataset of Experimentally validated miRNA-target interactions with 360,000+ pairs, plus equal number of negative samples. (1) The miRNA is hsa-miR-548u with sequence CAAAGACUGCAAUUACUUUUGCG. The protein sequence of the target gene is MAAEEALKTVDQYKTEIERLTKELTETTHEKIQAAEYGLVVLEEKLTLKQQYDELEAEYDGLKQELEQLREAFGQSFSIHRKVAEDGETREETLLQESASKEAYYLNKILEMQNELKQSRAVVTNVQAENERLSAVVQELKENNEMVELQRIRMKDEIREYKFREARLLQDYTELEEENITLQKLVSTLKQNQVEYEGLKHEIKRFEEETVLLNSQLEDAIRLKEIAEHQLEEALETLKNEREQKNNLRKELSQYINLSDSHISISVDGLKFAEDGSEPNNDDKMNGHIHGPLGKLNGDY.... Result: 0 (no interaction). (2) Result: 1 (interaction). The protein sequence of the target gene is MKLAAMIKKMCPSDSELSIPAKNCYRMVILGSSKVGKTAIVSRFLTGRFEDAYTPTIEDFHRKFYSIRGEVYQLDILDTSGNHPFPAMRRLSILTGDVFILVFSLDNRDSFEEVQRLKQQILDTKSCLKNKTKENVDVPLVICGNKGDRDFYREVEQREIEQLVGDDPQRCAYFEISAKKNSSLDQMFRALFAMAKLPSEMSPDLHRKVSVQYCDVLHKKALRNKKLLRAGSGGGGDHGDAFGILAPFARRPSVHSDLMYIREKTSVSSQAKDKERCVIS. The miRNA is rno-miR-375-3p with sequence UUUGUUCGUUCGGCUCGCGUGA.